From a dataset of Reaction yield outcomes from USPTO patents with 853,638 reactions. Predict the reaction yield, written as a fraction of the theoretical maximum amount of product (1.0 means a 100% yield; for example, 0.34 means a 34% yield). The product is [CH2:1]([C:5]1[N:9]([CH2:10][C:11]2[CH:16]=[CH:15][C:14]([C:17]3[C:18]([C:23]#[N:24])=[CH:19][CH:20]=[CH:21][CH:22]=3)=[CH:13][CH:12]=2)[C:8](=[O:25])[N:7]([C:33]2[CH:34]=[CH:35][C:29]3[O:28][C:27]([CH3:26])([CH3:39])[CH2:31][C:30]=3[CH:32]=2)[N:6]=1)[CH2:2][CH2:3][CH3:4]. The yield is 1.00. The reactants are [CH2:1]([C:5]1[N:9]([CH2:10][C:11]2[CH:16]=[CH:15][C:14]([C:17]3[C:18]([C:23]#[N:24])=[CH:19][CH:20]=[CH:21][CH:22]=3)=[CH:13][CH:12]=2)[C:8](=[O:25])[NH:7][N:6]=1)[CH2:2][CH2:3][CH3:4].[CH3:26][C:27]1([CH3:39])[CH2:31][C:30]2[CH:32]=[C:33](B(O)O)[CH:34]=[CH:35][C:29]=2[O:28]1.N1C=CC=CC=1.C(N(CC)CC)C. The catalyst is C(OCC)(=O)C.C([O-])(=O)C.[Cu+2].C([O-])(=O)C.ClCCl.